Dataset: Catalyst prediction with 721,799 reactions and 888 catalyst types from USPTO. Task: Predict which catalyst facilitates the given reaction. Reactant: [Li+].[OH-].C([O:5][C:6](=[O:25])[CH2:7][NH:8][C:9](=[O:24])[C:10]1[CH:15]=[CH:14][C:13]([O:16][CH2:17][C:18]2[CH:23]=[CH:22][CH:21]=[CH:20][CH:19]=2)=[CH:12][CH:11]=1)C. Product: [CH2:17]([O:16][C:13]1[CH:14]=[CH:15][C:10]([C:9]([NH:8][CH2:7][C:6]([OH:25])=[O:5])=[O:24])=[CH:11][CH:12]=1)[C:18]1[CH:19]=[CH:20][CH:21]=[CH:22][CH:23]=1. The catalyst class is: 87.